From a dataset of Forward reaction prediction with 1.9M reactions from USPTO patents (1976-2016). Predict the product of the given reaction. (1) Given the reactants Cl[C:2]1[N:11]=[C:10]([C:12]2[CH:17]=[CH:16][C:15]([N:18]([CH3:20])[CH3:19])=[C:14]([CH3:21])[CH:13]=2)[CH:9]=[C:8]2[C:3]=1[CH:4]=[CH:5][CH:6]=[N:7]2.[CH3:22][O-:23].[Na+], predict the reaction product. The product is: [CH3:22][O:23][C:2]1[N:11]=[C:10]([C:12]2[CH:17]=[CH:16][C:15]([N:18]([CH3:20])[CH3:19])=[C:14]([CH3:21])[CH:13]=2)[CH:9]=[C:8]2[C:3]=1[CH:4]=[CH:5][CH:6]=[N:7]2. (2) The product is: [ClH:60].[ClH:60].[CH3:40][N:39]([CH2:38][CH2:37][N:29]([CH2:28][CH2:27][CH2:26][O:25][C:21]1[CH:20]=[C:19]2[C:24](=[CH:23][CH:22]=1)[N:15]([CH3:14])[C:16](=[O:41])[CH:17]=[CH:18]2)[CH2:30][C:31]1[CH:36]=[CH:35][N:34]=[CH:33][CH:32]=1)[C:51]([C:47]1[C:46]2[O:42][CH2:43][CH2:44][C:45]=2[CH:50]=[CH:49][CH:48]=1)=[O:52]. Given the reactants N=C=N.ON1C2C=CC=CC=2N=N1.[CH3:14][N:15]1[C:24]2[C:19](=[CH:20][C:21]([O:25][CH2:26][CH2:27][CH2:28][N:29]([CH2:37][CH2:38][NH:39][CH3:40])[CH2:30][C:31]3[CH:36]=[CH:35][N:34]=[CH:33][CH:32]=3)=[CH:22][CH:23]=2)[CH:18]=[CH:17][C:16]1=[O:41].[O:42]1[C:46]2[C:47]([C:51](O)=[O:52])=[CH:48][CH:49]=[CH:50][C:45]=2[CH2:44][CH2:43]1.C(OC(=O)C)C.[ClH:60], predict the reaction product. (3) Given the reactants [OH:1][C:2]([C:5]1[O:9][N:8]=[C:7]([CH:10]=[C:11]([C:14]#[N:15])[C:12]#[N:13])[CH:6]=1)([CH3:4])[CH3:3].[CH2:16]([Mg]Br)[CH3:17].Cl, predict the reaction product. The product is: [OH:1][C:2]([C:5]1[O:9][N:8]=[C:7]([CH:10]([CH:11]([C:12]#[N:13])[C:14]#[N:15])[CH2:16][CH3:17])[CH:6]=1)([CH3:4])[CH3:3]. (4) Given the reactants [F:1][C:2]1[C:7](I)=[CH:6][N:5]=[C:4]([N:9]2[CH2:14][CH2:13][N:12]([C:15]([O:17][C:18]([CH3:21])([CH3:20])[CH3:19])=[O:16])[CH2:11][CH2:10]2)[CH:3]=1.[Cl-].[Li+].C([Mg]Cl)(C)C.[C:29](=[O:31])=[O:30], predict the reaction product. The product is: [C:18]([O:17][C:15]([N:12]1[CH2:13][CH2:14][N:9]([C:4]2[CH:3]=[C:2]([F:1])[C:7]([C:29]([OH:31])=[O:30])=[CH:6][N:5]=2)[CH2:10][CH2:11]1)=[O:16])([CH3:21])([CH3:20])[CH3:19]. (5) Given the reactants [N:1]([CH2:4][C@@H:5]([C:7]1[C:15]2[S:14][C:13](=[O:16])[NH:12][C:11]=2[C:10]([O:17][CH2:18][C:19]2[CH:24]=[CH:23][CH:22]=[CH:21][CH:20]=2)=[CH:9][CH:8]=1)[OH:6])=[N+]=[N-].[H][H], predict the reaction product. The product is: [NH2:1][CH2:4][C@@H:5]([C:7]1[C:15]2[S:14][C:13](=[O:16])[NH:12][C:11]=2[C:10]([O:17][CH2:18][C:19]2[CH:20]=[CH:21][CH:22]=[CH:23][CH:24]=2)=[CH:9][CH:8]=1)[OH:6]. (6) Given the reactants [OH-].[K+].[Cl:3][C:4]1[C:5]([N:10]2[C:14]([C:15]([O:17]CC)=[O:16])=[CH:13][C:12]([C:20]([F:23])([F:22])[F:21])=[N:11]2)=[N:6][CH:7]=[CH:8][CH:9]=1.CCCCCC.C(OCC)(=O)C, predict the reaction product. The product is: [Cl:3][C:4]1[C:5]([N:10]2[C:14]([C:15]([OH:17])=[O:16])=[CH:13][C:12]([C:20]([F:23])([F:21])[F:22])=[N:11]2)=[N:6][CH:7]=[CH:8][CH:9]=1. (7) Given the reactants ClC1C(=O)C(C#N)=C(C#N)C(=O)C=1Cl.[F:15][C:16]([F:48])([F:47])[S:17]([O:20][C:21]1[CH:30]=[CH:29][C:28]2[C:23](=[CH:24][CH:25]=[CH:26][CH:27]=2)[C:22]=1[CH:31]1[C:40]2[C:35](=[CH:36][CH:37]=[CH:38][CH:39]=2)[CH2:34][C@H:33]([C:41]2[CH:46]=[CH:45][CH:44]=[CH:43][CH:42]=2)[NH:32]1)(=[O:19])=[O:18], predict the reaction product. The product is: [F:48][C:16]([F:15])([F:47])[S:17]([O:20][C:21]1[CH:30]=[CH:29][C:28]2[C:23](=[CH:24][CH:25]=[CH:26][CH:27]=2)[C:22]=1[C:31]1[C:40]2[C:35](=[CH:36][CH:37]=[CH:38][CH:39]=2)[CH2:34][C@H:33]([C:41]2[CH:42]=[CH:43][CH:44]=[CH:45][CH:46]=2)[N:32]=1)(=[O:19])=[O:18]. (8) Given the reactants C(N(CC)CC)C.[C:16](O[C:16]([O:18][C:19]([CH3:22])([CH3:21])[CH3:20])=[O:17])([O:18][C:19]([CH3:22])([CH3:21])[CH3:20])=[O:17].[F:23][C:24]1[CH:32]=[C:31]2[C:27]([CH:28]=[C:29]([C:33]([O:35][CH2:36][CH3:37])=[O:34])[NH:30]2)=[CH:26][CH:25]=1.[Na+].[Cl-], predict the reaction product. The product is: [F:23][C:24]1[CH:32]=[C:31]2[C:27]([CH:28]=[C:29]([C:33]([O:35][CH2:36][CH3:37])=[O:34])[N:30]2[C:16]([O:18][C:19]([CH3:20])([CH3:21])[CH3:22])=[O:17])=[CH:26][CH:25]=1. (9) Given the reactants [CH3:1][C:2]([C:4]1[CH:9]=[CH:8][CH:7]=[C:6]([NH:10][C:11]([CH3:13])=[O:12])[CH:5]=1)=[O:3].CO[CH:16](OC)[N:17]([CH3:19])[CH3:18].C1(C)C=CC=CC=1, predict the reaction product. The product is: [CH3:16][N:17]([CH3:19])[CH:18]=[CH:1][C:2]([C:4]1[CH:5]=[C:6]([NH:10][C:11](=[O:12])[CH3:13])[CH:7]=[CH:8][CH:9]=1)=[O:3]. (10) Given the reactants [C:1]([O:9][CH:10](/[CH:37]=[CH:38]/[C@@H:39]([C@@H:48]1[O:53][C@H:52]2[CH2:54][CH2:55][C@H:56]([CH2:58][CH:59]([OH:106])[CH:60]([CH:70]3[C@@H:74]([O:75][CH3:76])[C@@H:73]([CH2:77][C@H:78]([O:88][Si:89]([C:92]([CH3:95])([CH3:94])[CH3:93])([CH3:91])[CH3:90])[CH2:79][O:80][Si:81]([C:84]([CH3:87])([CH3:86])[CH3:85])([CH3:83])[CH3:82])[O:72][C@H:71]3[CH2:96][CH2:97][O:98][Si:99]([CH2:104][CH3:105])([CH2:102][CH3:103])[CH2:100][CH3:101])[S:61]([C:64]3[CH:69]=[CH:68][CH:67]=[CH:66][CH:65]=3)(=[O:63])=[O:62])[O:57][C@@H:51]2[C@H:50]([O:107][Si:108]([C:111]([CH3:114])([CH3:113])[CH3:112])([CH3:110])[CH3:109])[C@@H:49]1[O:115][Si:116]([C:119]([CH3:122])([CH3:121])[CH3:120])([CH3:118])[CH3:117])[O:40][Si:41]([C:44]([CH3:47])([CH3:46])[CH3:45])([CH3:43])[CH3:42])[CH2:11][CH2:12][C@@H:13]1[O:21][C@@H:20]2[C@@:15]([CH2:35][I:36])([O:16][C@@H:17]([CH2:22][C@@H:23]([CH3:34])[C:24]([O:26][S:27]([C:30]([F:33])([F:32])[F:31])(=[O:29])=[O:28])=[CH2:25])[CH2:18][CH2:19]2)[CH2:14]1)(=[O:8])[C:2]1[CH:7]=[CH:6][CH:5]=[CH:4][CH:3]=1.C(=O)(O)[O-].[Na+].CC(OI1(OC(C)=O)(OC(C)=O)OC(=O)C2C=CC=CC1=2)=O, predict the reaction product. The product is: [C:1]([O:9][CH:10](/[CH:37]=[CH:38]/[C@@H:39]([C@@H:48]1[O:53][C@H:52]2[CH2:54][CH2:55][C@H:56]([CH2:58][C:59](=[O:106])[CH:60]([C@@H:70]3[C@@H:74]([O:75][CH3:76])[C@@H:73]([CH2:77][C@H:78]([O:88][Si:89]([C:92]([CH3:93])([CH3:95])[CH3:94])([CH3:91])[CH3:90])[CH2:79][O:80][Si:81]([C:84]([CH3:86])([CH3:85])[CH3:87])([CH3:82])[CH3:83])[O:72][C@H:71]3[CH2:96][CH2:97][O:98][Si:99]([CH2:104][CH3:105])([CH2:100][CH3:101])[CH2:102][CH3:103])[S:61]([C:64]3[CH:69]=[CH:68][CH:67]=[CH:66][CH:65]=3)(=[O:63])=[O:62])[O:57][C@@H:51]2[C@H:50]([O:107][Si:108]([C:111]([CH3:114])([CH3:113])[CH3:112])([CH3:110])[CH3:109])[C@@H:49]1[O:115][Si:116]([C:119]([CH3:120])([CH3:121])[CH3:122])([CH3:117])[CH3:118])[O:40][Si:41]([C:44]([CH3:47])([CH3:46])[CH3:45])([CH3:43])[CH3:42])[CH2:11][CH2:12][C@@H:13]1[O:21][C@@H:20]2[C@@:15]([CH2:35][I:36])([O:16][C@@H:17]([CH2:22][C@@H:23]([CH3:34])[C:24]([O:26][S:27]([C:30]([F:32])([F:31])[F:33])(=[O:28])=[O:29])=[CH2:25])[CH2:18][CH2:19]2)[CH2:14]1)(=[O:8])[C:2]1[CH:3]=[CH:4][CH:5]=[CH:6][CH:7]=1.